From a dataset of Full USPTO retrosynthesis dataset with 1.9M reactions from patents (1976-2016). Predict the reactants needed to synthesize the given product. Given the product [N:21]1([C:16]2[CH:17]=[CH:18][CH:19]=[CH:20][C:15]=2[CH2:14][NH:13][C:12]2[N:7]3[N:6]=[CH:5][C:4]([CH:1]([CH3:3])[CH3:2])=[C:8]3[N:9]=[C:10]([C:26]([O:28][CH:30]3[CH2:33][CH2:32][N:31]([CH3:34])[CH2:29]3)=[O:27])[N:11]=2)[CH:25]=[CH:24][CH:23]=[N:22]1, predict the reactants needed to synthesize it. The reactants are: [CH:1]([C:4]1[CH:5]=[N:6][N:7]2[C:12]([NH:13][CH2:14][C:15]3[CH:20]=[CH:19][CH:18]=[CH:17][C:16]=3[N:21]3[CH:25]=[CH:24][CH:23]=[N:22]3)=[N:11][C:10]([C:26]([OH:28])=[O:27])=[N:9][C:8]=12)([CH3:3])[CH3:2].[CH2:29]([N:31]([CH2:34]C)[CH2:32][CH3:33])[CH3:30].OC1CCN(C)C1.F[P-](F)(F)(F)(F)F.N1(O[P+](N2CCCC2)(N2CCCC2)N2CCCC2)C2C=CC=CC=2N=N1.